The task is: Predict the reactants needed to synthesize the given product.. This data is from Full USPTO retrosynthesis dataset with 1.9M reactions from patents (1976-2016). Given the product [C:17]([O:21][C:22](=[O:35])[NH:23][CH2:24][CH2:25][N:26]([CH2:27][C:28]1[CH:33]=[CH:32][C:31]([Cl:34])=[CH:30][CH:29]=1)[C:12](=[O:14])[C:11]1[CH:10]=[CH:9][C:8]([C:5]2[CH:4]=[CH:3][N:2]=[CH:7][CH:6]=2)=[CH:16][CH:15]=1)([CH3:20])([CH3:18])[CH3:19], predict the reactants needed to synthesize it. The reactants are: Cl.[N:2]1[CH:7]=[CH:6][C:5]([C:8]2[CH:16]=[CH:15][C:11]([C:12]([OH:14])=O)=[CH:10][CH:9]=2)=[CH:4][CH:3]=1.[C:17]([O:21][C:22](=[O:35])[NH:23][CH2:24][CH2:25][NH:26][CH2:27][C:28]1[CH:33]=[CH:32][C:31]([Cl:34])=[CH:30][CH:29]=1)([CH3:20])([CH3:19])[CH3:18].C1C=CC2N(O)N=NC=2C=1.CCN=C=NCCCN(C)C.C(N(CC)CC)C.